From a dataset of Reaction yield outcomes from USPTO patents with 853,638 reactions. Predict the reaction yield, written as a fraction of the theoretical maximum amount of product (1.0 means a 100% yield; for example, 0.34 means a 34% yield). (1) The reactants are [C:1]([O:5][C:6]([N:8]1[CH2:13][CH2:12][CH:11]([C:14]2[N:15]([CH2:20][CH2:21][OH:22])[CH:16]=[C:17](Br)[N:18]=2)[CH2:10][CH2:9]1)=[O:7])([CH3:4])([CH3:3])[CH3:2].[F:23][C:24]1[CH:25]=[C:26](B(O)O)[CH:27]=[CH:28][C:29]=1[CH3:30].C(=O)([O-])[O-].[Cs+].[Cs+]. The catalyst is O1CCOCC1.O.C(P(CCCC)CCCC)CCC.C(P(CCCC)CCCC)CCC.[Pd]. The product is [C:1]([O:5][C:6]([N:8]1[CH2:13][CH2:12][CH:11]([C:14]2[N:15]([CH2:20][CH2:21][OH:22])[CH:16]=[C:17]([C:27]3[CH:26]=[CH:25][C:24]([F:23])=[C:29]([CH3:30])[CH:28]=3)[N:18]=2)[CH2:10][CH2:9]1)=[O:7])([CH3:4])([CH3:3])[CH3:2]. The yield is 0.700. (2) The reactants are [C:1]([O:5][C:6](=[O:30])[N:7]([CH2:9][C:10]1[CH:14]=[C:13]([C:15]2[C:19](Br)=[CH:18][S:17][CH:16]=2)[N:12]([S:21]([C:24]2[CH:25]=[N:26][CH:27]=[CH:28][CH:29]=2)(=[O:23])=[O:22])[CH:11]=1)[CH3:8])([CH3:4])([CH3:3])[CH3:2].[CH3:31][N:32](C)C=O. The catalyst is [C-]#N.[Zn+2].[C-]#N.C1C=CC([P]([Pd]([P](C2C=CC=CC=2)(C2C=CC=CC=2)C2C=CC=CC=2)([P](C2C=CC=CC=2)(C2C=CC=CC=2)C2C=CC=CC=2)[P](C2C=CC=CC=2)(C2C=CC=CC=2)C2C=CC=CC=2)(C2C=CC=CC=2)C2C=CC=CC=2)=CC=1. The product is [C:1]([O:5][C:6](=[O:30])[N:7]([CH2:9][C:10]1[CH:14]=[C:13]([C:15]2[C:19]([C:31]#[N:32])=[CH:18][S:17][CH:16]=2)[N:12]([S:21]([C:24]2[CH:25]=[N:26][CH:27]=[CH:28][CH:29]=2)(=[O:23])=[O:22])[CH:11]=1)[CH3:8])([CH3:4])([CH3:3])[CH3:2]. The yield is 0.710. (3) The reactants are CC1(C)[O:6][C:5](=[CH:7][C:8]([N:10]([CH2:13][CH2:14][CH2:15][C:16]2[CH:21]=[CH:20][C:19]([F:22])=[CH:18][CH:17]=2)[O:11][CH3:12])=[O:9])[C:4](=O)[O:3]1.[CH3:25][S:26]([NH2:29])(=[O:28])=[O:27]. No catalyst specified. The product is [F:22][C:19]1[CH:20]=[CH:21][C:16]([CH2:15][CH2:14][CH2:13][N:10]([O:11][CH3:12])[C:8](=[O:9])[CH:7]=[C:5]([OH:6])[C:4]([NH:29][S:26]([CH3:25])(=[O:28])=[O:27])=[O:3])=[CH:17][CH:18]=1. The yield is 0.910.